Dataset: Reaction yield outcomes from USPTO patents with 853,638 reactions. Task: Predict the reaction yield, written as a fraction of the theoretical maximum amount of product (1.0 means a 100% yield; for example, 0.34 means a 34% yield). (1) The reactants are [Cl:1][CH2:2][C:3]([C:5]1[CH:6]=[C:7]2[C:11](=[CH:12][CH:13]=1)[NH:10][C:9](=[O:14])[CH2:8]2)=O.C([SiH](CC)CC)C.O. The catalyst is FC(F)(F)C(O)=O. The product is [Cl:1][CH2:2][CH2:3][C:5]1[CH:6]=[C:7]2[C:11](=[CH:12][CH:13]=1)[NH:10][C:9](=[O:14])[CH2:8]2. The yield is 0.650. (2) The reactants are [CH2:1](Br)[C:2]1[CH:7]=[CH:6][CH:5]=[CH:4][CH:3]=1.[F:9][C:10]1[CH:11]=[C:12]([OH:16])[CH:13]=[CH:14][CH:15]=1.C([O-])([O-])=[O:18].[K+].[K+].Cl. The catalyst is CN(C=O)C. The product is [F:9][C:10]1[C:11]([O:18][CH2:1][C:2]2[CH:7]=[CH:6][CH:5]=[CH:4][CH:3]=2)=[C:12]([OH:16])[CH:13]=[CH:14][CH:15]=1. The yield is 0.870.